Dataset: Reaction yield outcomes from USPTO patents with 853,638 reactions. Task: Predict the reaction yield, written as a fraction of the theoretical maximum amount of product (1.0 means a 100% yield; for example, 0.34 means a 34% yield). (1) The reactants are [F:1][C:2]1[CH:33]=[CH:32][C:5]([CH2:6][C:7]2[CH:8]=[C:9]([CH:27]=[CH:28][C:29]=2[O:30][CH3:31])[CH2:10][C:11]2[C:16]([CH3:17])=[CH:15][C:14]([NH:18]C(=O)OC(C)(C)C)=[CH:13][C:12]=2[CH3:26])=[CH:4][CH:3]=1. The catalyst is FC(F)(F)C(O)=O.ClCCl. The product is [F:1][C:2]1[CH:33]=[CH:32][C:5]([CH2:6][C:7]2[CH:8]=[C:9]([CH:27]=[CH:28][C:29]=2[O:30][CH3:31])[CH2:10][C:11]2[C:12]([CH3:26])=[CH:13][C:14]([NH2:18])=[CH:15][C:16]=2[CH3:17])=[CH:4][CH:3]=1. The yield is 0.550. (2) The reactants are C([O-])([O-])=O.[Na+].[Na+].Br[C:8]1[CH:9]=[C:10]2[C:15](=[N:16][CH:17]=1)[NH:14][CH2:13][CH2:12][CH:11]2[CH2:18][C:19]1[CH:24]=[C:23]([F:25])[CH:22]=[CH:21][C:20]=1[F:26].[CH3:27][N:28]1[CH2:33][CH2:32][N:31]([C:34]2[CH:39]=[CH:38][C:37](B3OC(C)(C)C(C)(C)O3)=[CH:36][N:35]=2)[CH2:30][CH2:29]1. The catalyst is C1(C)C=CC=CC=1.C(O)C.C1C=CC([P]([Pd]([P](C2C=CC=CC=2)(C2C=CC=CC=2)C2C=CC=CC=2)([P](C2C=CC=CC=2)(C2C=CC=CC=2)C2C=CC=CC=2)[P](C2C=CC=CC=2)(C2C=CC=CC=2)C2C=CC=CC=2)(C2C=CC=CC=2)C2C=CC=CC=2)=CC=1. The product is [F:26][C:20]1[CH:21]=[CH:22][C:23]([F:25])=[CH:24][C:19]=1[CH2:18][CH:11]1[C:10]2[C:15](=[N:16][CH:17]=[C:8]([C:37]3[CH:36]=[N:35][C:34]([N:31]4[CH2:30][CH2:29][N:28]([CH3:27])[CH2:33][CH2:32]4)=[CH:39][CH:38]=3)[CH:9]=2)[NH:14][CH2:13][CH2:12]1. The yield is 0.260. (3) The reactants are [F:1][C:2]1[CH:3]=[C:4]([N+:9]([O-:11])=[O:10])[CH:5]=[CH:6][C:7]=1F.[NH:12]1[CH2:17][CH2:16][CH:15]([C:18]([O:20][CH3:21])=[O:19])[CH2:14][CH2:13]1.C([O-])([O-])=O.[K+].[K+]. The catalyst is CN(C=O)C. The product is [F:1][C:2]1[CH:3]=[C:4]([N+:9]([O-:11])=[O:10])[CH:5]=[CH:6][C:7]=1[N:12]1[CH2:17][CH2:16][CH:15]([C:18]([O:20][CH3:21])=[O:19])[CH2:14][CH2:13]1. The yield is 0.860. (4) The reactants are [C:1]([C:3]1[CH:4]=[C:5]([C:13]2[O:17][N:16]=[C:15]([C:18]3[CH:26]=[CH:25][CH:24]=[C:23]4[C:19]=3[CH2:20][CH2:21][C@H:22]4[NH:27][S:28]([CH2:31][C:32](OC)=[O:33])(=[O:30])=[O:29])[N:14]=2)[CH:6]=[CH:7][C:8]=1[O:9][CH:10]([CH3:12])[CH3:11])#[N:2].[BH4-].[Na+].CO. The catalyst is C1COCC1. The product is [C:1]([C:3]1[CH:4]=[C:5]([C:13]2[O:17][N:16]=[C:15]([C:18]3[CH:26]=[CH:25][CH:24]=[C:23]4[C:19]=3[CH2:20][CH2:21][C@H:22]4[NH:27][S:28]([CH2:31][CH2:32][OH:33])(=[O:29])=[O:30])[N:14]=2)[CH:6]=[CH:7][C:8]=1[O:9][CH:10]([CH3:12])[CH3:11])#[N:2]. The yield is 0.600.